This data is from Experimentally validated miRNA-target interactions with 360,000+ pairs, plus equal number of negative samples. The task is: Binary Classification. Given a miRNA mature sequence and a target amino acid sequence, predict their likelihood of interaction. (1) The miRNA is mmu-miR-324-5p with sequence CGCAUCCCCUAGGGCAUUGGUGU. The protein sequence of the target gene is MFSALKKLVGSEQAPGRDKNIPAGLQSMNQALQRRFAKGVQYNMKIVIRGDRNTGKTALWHRLQGKKFVEEYIPTQEIQVTSIHWNYKTTDDVVKVEVWDVVDKGKCKKRGDGLKTENDPQEAESELALDAEFLDVYKNCNGVVMMFDITKQWTFNYVLRELPKVPTHVPVCVLGNYRDMGEHRVILPDDVRDFIEHLDRPPGSSYFRYAESSMKNSFGLKYLHKFFNIPFLQLQRETLLRQLETNQLDIDATLEELSVQQETEDQNYSIFLEMMEARSRGHASPLAANGQSPSSGSQSP.... Result: 0 (no interaction). (2) Result: 0 (no interaction). The protein sequence of the target gene is MERPEAGGINSNECENVSRKKKMSEEFEANTMDSLVDMPFATVDIQDDCGITDEPQINLKRSQENEWVKSDQVKKRKKKRKDYQPNYFLSIPITNKEIIKGIKILQNAIIQQDERLAKAMVSDGSFHITLLVMQLLNEDEVNIGIDALLELKPFIEELLQGKHLTLPFQGIGTFGNQVGFVKLAEGDHVNSLLEIAETANRTFQEKGILVGESRSFKPHLTFMKLSKSPWLRKNGVKKIDPDLYEKFISHRFGEEILYRIDLCSMLKKKQSNGYYHCESSIVIGEKNGGEPDDAELVRLS.... The miRNA is hsa-miR-3908 with sequence GAGCAAUGUAGGUAGACUGUUU. (3) The miRNA is rno-miR-429 with sequence UAAUACUGUCUGGUAAUGCCGU. The protein sequence of the target gene is MNGFGRLEHFSGAVYEGQFKDNMFHGLGTYTFPNGAKYTGNFNENRVEGEGEYTDIQGLEWSGNFHFTAAPDLKLKLHM. Result: 0 (no interaction). (4) The miRNA is hsa-miR-1252-5p with sequence AGAAGGAAAUUGAAUUCAUUUA. The protein sequence of the target gene is MAEPTSDFETPIGWHASPELTPTLGPLSDTAPPRDSWMFWAMLPPPPPPLTSSLPAAGSKPSSESQPPMEAQSLPGAPPPFDAQILPGAQPPFDAQSPLDSQPQPSGQPWNFHASTSWYWRQSSDRFPRHQKSFNPAVKNSYYPRKYDAKFTDFSLPPSRKQKKKKRKEPVFHFFCDTCDRGFKNQEKYDKHMSEHTKCPELDCSFTAHEKIVQFHWRNMHAPGMKKIKLDTPEEIARWREERRKNYPTLANIERKKKLKLEKEKRGAVLTTTQYGKMKGMSRHSQMAKIRSPGKNHKWK.... Result: 0 (no interaction). (5) The miRNA is hsa-miR-1827 with sequence UGAGGCAGUAGAUUGAAU. The protein sequence of the target gene is MESEMETQSARAEEGFTQVTRKGGRRAKKRQAEQLSAAGEGGDAGRMDTEEARPAKRPVFPPLCGDGLLSGKEETRKIPVPANRYTPLKENWMKIFTPIVEHLGLQIRFNLKSRNVEIRTCKETKDVSALTKAADFVKAFILGFQVEDALALIRLDDLFLESFEITDVKPLKGDHLSRAIGRIAGKGGKTKFTIENVTRTRIVLADVKVHILGSFQNIKMARTAICNLILGNPPSKVYGNIRAVASRSADRF. Result: 1 (interaction). (6) The miRNA is hsa-miR-548l with sequence AAAAGUAUUUGCGGGUUUUGUC. The protein sequence of the target gene is MAKEGVEKAEETEQMIEKETSKEPAEGGDGSHRLGDAQEMRAVVLAGFGGLNKLRLSRKAMPEPQDGELKIRVKACGLNFIDLMVRQGNIDNPPKTPLVPGFECSGIVEALGDSVKGYEIGDRVMAFVNYNAWAEVVCTPVEFVYKIPDDMSFSEAAAFPMNFVTAYTMLFEIANLREGMSVLVHSAGGGVGQAVAQLCSTVPNVTVFGTASTFKHEAIKDSVTHLFDRNADYVQEVKRISAEGVDIVLDCLCGDNTGKGLSLLKPLGTYILYGSSNMVTGETKSFFSFAKSWWQVEKVN.... Result: 0 (no interaction). (7) The protein sequence of the target gene is MVCEKCEKKLGTVITPDTWKDGARNTTESGGRKLNENKALTSKKARFDPYGKNKFSTCRICKSSVHQPGSHYCQGCAYKKGICAMCGKKVLDTKNYKQTSV. The miRNA is hsa-miR-760 with sequence CGGCUCUGGGUCUGUGGGGA. Result: 0 (no interaction). (8) The miRNA is hsa-miR-4267 with sequence UCCAGCUCGGUGGCAC. The protein sequence of the target gene is MSSSRPEPGPWAPLSPRLQPLSQSSSSLLGEGREQRPELRKTASSTVWQAQLGEASTRPQAPEEEGNPPESMKPARASGPKARPSAGGHWWSSTVGNVSTMGGSDLCRLRAPSAAAMQRSHSDLVRSTQMRGHSGARKASLSCSALGSSPVHRAQLQPGGTSGQGGQAPAGLERDLAPEDETSNSAWMLGASQLSVPPLDLGDTTAHSSSAQAEPKAAEQLATTTCHALPPAALLCGMREVRAGGCCHALPATGILAFPKLVASVSESGLQAQHGVKIHCRLSGGLPGHSHCCAHLWGPA.... Result: 1 (interaction). (9) The miRNA is rno-miR-93-5p with sequence CAAAGUGCUGUUCGUGCAGGUAG. The protein sequence of the target gene is MNVNQSVPPVPPFGQPQPIYPGYHQSSYGGQSGSTAPAIPYGAYNGPVPGYQQTPPQGMSRAPPSSGAPPASTAQAPCGQAAYGQFGQGDVQNGPSSTVQMQRLPGSQPFGSPLAPVGNQPPVLQPYGPPPTSAQVATQLSGMQISGAVAPAPPSSGLGFGPPTSLASASGSFPNSGLYGSYPQGQAPPLSQAQGHPGIQTPQRSAPSQASSFTPPASGGPRLPSMTGPLLPGQSFGGPSVSQPNHVSSPPQALPPGTQMTGPLGPLPPMHSPQQPGYQPQQNGSFGPARGPQSNYGGPY.... Result: 0 (no interaction). (10) The miRNA is hsa-miR-4439 with sequence GUGACUGAUACCUUGGAGGCAU. The protein sequence of the target gene is MTDDQDCAAELEKVDSSSEDGVDAKPDRSSIISSILLKKKRNASAGPVRTGRDRVPTYLYRMDFQKMGKCIIINNKNFDKATGMDVRNGTDKDAGALFKCFQNLGFEVTVHNDCSCAKMQDLLRKASEEDHSNSACFACVLLSHGEEDLIYGKDGVTPIKDLTAHFRGDRCKTLLEKPKLFFIQACRGTELDDGIQADSGPINDIDANPRNKIPVEADFLFAYSTVPGYYSWRNPGKGSWFVQALCSILNEHGKDLEIMQILTRVNDRVARHFESQSDDPRFNEKKQIPCMVSMLTKELY.... Result: 0 (no interaction).